Regression. Given two drug SMILES strings and cell line genomic features, predict the synergy score measuring deviation from expected non-interaction effect. From a dataset of NCI-60 drug combinations with 297,098 pairs across 59 cell lines. Drug 1: C1=NC2=C(N1)C(=S)N=C(N2)N. Drug 2: C1=NC2=C(N1)C(=S)N=CN2. Cell line: NCI-H522. Synergy scores: CSS=35.6, Synergy_ZIP=-7.51, Synergy_Bliss=-6.98, Synergy_Loewe=-14.2, Synergy_HSA=-4.13.